The task is: Binary Classification. Given a miRNA mature sequence and a target amino acid sequence, predict their likelihood of interaction.. This data is from Experimentally validated miRNA-target interactions with 360,000+ pairs, plus equal number of negative samples. (1) The miRNA is mmu-miR-7085-3p with sequence UAGCUGGCCUCUCCCCACCUUC. The protein sequence of the target gene is MSEAGEATTTTTTTLPQAPTEAAAAAPQDPAPKSPVGSGAPQAAAPAPAAHVAGNPGGDAAPAATGTAAAASLATAAGSEDAEKKVLATKVLGTVKWFNVRNGYGFINRNDTKEDVFVHQTAIKKNNPRKYLRSVGDGETVEFDVVEGEKGAEAANVTGPDGVPVEGSRYAADRRRYRRGYYGRRRGPPRNYAGEEEEEGSGSSEGFDPPATDRQFSGARNQLRRPQYRPQYRQRRFPPYHVGQTFDRRSRVLPHPNRIQAGEIGEMKDGVPEGAQLQGPVHRNPTYRPRYRSRGPPRPR.... Result: 0 (no interaction). (2) The miRNA is hsa-miR-4699-5p with sequence AGAAGAUUGCAGAGUAAGUUCC. The protein sequence of the target gene is MTFYLFGIRSFPKLWKSPYLGLGPGHSYVSLFLADRCGIRNQQRLFSLKTMSPQNTKATNLIAKARYLRKDEGSNKQVYSVPHFFLAGAAKERSQMNSQTEDHALAPVRNTIQLPTQPLNSEEWDKLKEDLKENTGKTSFESWIISQMAGCHSSIDVAKSLLAWVAAKNNGIVSYDLLVKYLYLCVFHMQTSEVIDVFEIMKARYKTLEPRGYSLLIRGLIHSDRWREALLLLEDIKKVITPSKKNYNDCIQGALLHQDVNTAWNLYQELLGHDIVPMLETLKAFFDFGKDIKDDNYSNK.... Result: 1 (interaction). (3) The miRNA is hsa-miR-4679 with sequence UCUGUGAUAGAGAUUCUUUGCU. Result: 1 (interaction). The protein sequence of the target gene is MGNTLGLAPMGTLPRRSPRREEPLPNPGSFDELHRLCKDVFPAQMEGVKLVVNKVLSSHFQVAHTIHMSALGLPGYHLHAAYAGDWQLSPTEVFPTVVGDMDSSGSLNAQVLLLLAERLRAKAVFQTQQAKFLTWQFDGEYRGDDYTATLTLGNPDLIGESVIMVAHFLQSLTHRLVLGGELVYHRRPGEEGAILTLAGKYSAVHWVATLNVGSGGAHASYYHRANEQVQVGVEFEANTRLQDTTFSFGYHLTLPQANMVFRGLVDSNWCVGAVLEKKMPPLPVTLALGAFLNHWRNRFH....